From a dataset of Forward reaction prediction with 1.9M reactions from USPTO patents (1976-2016). Predict the product of the given reaction. (1) The product is: [Br:1][C:2]1[CH:11]=[CH:10][C:9]([OH:8])=[C:4]([C:5]([C:6]2[CH:12]=[N:16][N:15]([C:17]3[CH:22]=[CH:21][CH:20]=[CH:19][N:18]=3)[CH:7]=2)=[O:14])[CH:3]=1. Given the reactants [Br:1][C:2]1[CH:3]=[C:4]2[C:9](=[CH:10][CH:11]=1)[O:8][CH:7]=[C:6]([CH:12]=O)[C:5]2=[O:14].[NH:15]([C:17]1[CH:22]=[CH:21][CH:20]=[CH:19][N:18]=1)[NH2:16].[OH-].[K+].Cl, predict the reaction product. (2) Given the reactants [CH3:1][Mg+].[Br-].CN(OC)[C:6]([C:8]1[C:17]2[C:12](=[CH:13][CH:14]=[CH:15][CH:16]=2)[N:11]=[CH:10][CH:9]=1)=[O:7], predict the reaction product. The product is: [N:11]1[C:12]2[C:17](=[CH:16][CH:15]=[CH:14][CH:13]=2)[C:8]([C:6](=[O:7])[CH3:1])=[CH:9][CH:10]=1. (3) Given the reactants [CH3:1][C:2]1[CH:11]=[CH:10][C:9]2[C:4](=[CH:5][CH:6]=[C:7]([NH2:12])[CH:8]=2)[N:3]=1.[CH3:13][C:14]#N, predict the reaction product. The product is: [CH2:13]([NH:12][C:7]1[CH:8]=[C:9]2[C:4](=[CH:5][CH:6]=1)[N:3]=[C:2]([CH3:1])[CH:11]=[CH:10]2)[CH3:14]. (4) Given the reactants [CH2:1]([N:8]([CH2:24][C:25]1[N:26]=[CH:27][N:28](C(C2C=CC=CC=2)(C2C=CC=CC=2)C2C=CC=CC=2)[CH:29]=1)[C:9]1[CH:14]=[C:13]([C:15]2[CH:20]=[CH:19][CH:18]=[CH:17][C:16]=2[CH3:21])[C:12]([C:22]#[N:23])=[CH:11][CH:10]=1)[C:2]1[CH:7]=[CH:6][CH:5]=[CH:4][CH:3]=1.FC(F)(F)C(O)=O.C([SiH](CC)CC)C, predict the reaction product. The product is: [CH2:1]([N:8]([CH2:24][C:25]1[NH:26][CH:27]=[N:28][CH:29]=1)[C:9]1[CH:14]=[C:13]([C:15]2[CH:20]=[CH:19][CH:18]=[CH:17][C:16]=2[CH3:21])[C:12]([C:22]#[N:23])=[CH:11][CH:10]=1)[C:2]1[CH:3]=[CH:4][CH:5]=[CH:6][CH:7]=1.